This data is from Forward reaction prediction with 1.9M reactions from USPTO patents (1976-2016). The task is: Predict the product of the given reaction. (1) Given the reactants [Cl:1][C:2]1[CH:7]=[CH:6][C:5]([C:8]2[C:13]([O:14][CH2:15][C:16]([F:19])([F:18])[F:17])=[CH:12][N:11]=[C:10]([C:20]([OH:22])=O)[CH:9]=2)=[CH:4][CH:3]=1.[CH2:23]([C:25]1[CH:29]=[C:28]([CH2:30][NH2:31])[O:27][N:26]=1)[CH3:24], predict the reaction product. The product is: [CH2:23]([C:25]1[CH:29]=[C:28]([CH2:30][NH:31][C:20]([C:10]2[CH:9]=[C:8]([C:5]3[CH:4]=[CH:3][C:2]([Cl:1])=[CH:7][CH:6]=3)[C:13]([O:14][CH2:15][C:16]([F:19])([F:17])[F:18])=[CH:12][N:11]=2)=[O:22])[O:27][N:26]=1)[CH3:24]. (2) Given the reactants C(O[C:4](=[O:21])[CH2:5][C:6]([CH:8]1[CH2:13][CH2:12][N:11]([C:14]([O:16][C:17]([CH3:20])([CH3:19])[CH3:18])=[O:15])[CH2:10][CH2:9]1)=O)C.[CH3:22][C:23]1[CH:24]=[C:25]2[C:29](=[CH:30][CH:31]=1)[NH:28][N:27]=[C:26]2[NH2:32].P([O-])([O-])([O-])=O.[K+].[K+].[K+], predict the reaction product. The product is: [CH3:22][C:23]1[CH:31]=[CH:30][C:29]2[C:25](=[C:26]3[NH:32][C:6]([CH:8]4[CH2:9][CH2:10][N:11]([C:14]([O:16][C:17]([CH3:18])([CH3:19])[CH3:20])=[O:15])[CH2:12][CH2:13]4)=[CH:5][C:4](=[O:21])[N:27]3[N:28]=2)[CH:24]=1. (3) Given the reactants [C:1]([NH2:4])(=[O:3])[CH3:2].Br[CH2:6][C:7]([C@@H:9]1[O:27][CH2:26][C@:12]2([C:28]3[CH:33]=[CH:32][C:31]([F:34])=[CH:30][C:29]=3[F:35])[N:13]=[C:14]([NH:17][C:18](=[O:25])[C:19]3[CH:24]=[CH:23][CH:22]=[CH:21][CH:20]=3)[S:15][CH2:16][C@@H:11]2[CH2:10]1)=O, predict the reaction product. The product is: [F:35][C:29]1[CH:30]=[C:31]([F:34])[CH:32]=[CH:33][C:28]=1[C@:12]12[CH2:26][O:27][C@@H:9]([C:7]3[N:4]=[C:1]([CH3:2])[O:3][CH:6]=3)[CH2:10][C@H:11]1[CH2:16][S:15][C:14]([NH:17][C:18](=[O:25])[C:19]1[CH:20]=[CH:21][CH:22]=[CH:23][CH:24]=1)=[N:13]2. (4) Given the reactants [Br:1][C:2]1[N:7]=[C:6]([CH:8]([C:10]2[CH:15]=[CH:14][C:13]([F:16])=[CH:12][CH:11]=2)O)[CH:5]=[CH:4][CH:3]=1.O=S(Cl)[Cl:19], predict the reaction product. The product is: [Br:1][C:2]1[CH:3]=[CH:4][CH:5]=[C:6]([CH:8]([Cl:19])[C:10]2[CH:15]=[CH:14][C:13]([F:16])=[CH:12][CH:11]=2)[N:7]=1. (5) Given the reactants Br[CH2:2][CH2:3][N:4]1[C:12]([O:13][CH3:14])=[N:11][C:10]2[C:5]1=[N:6][C:7]([O:16][CH2:17][CH2:18][CH2:19][CH3:20])=[N:8][C:9]=2[NH2:15].[NH2:21][CH2:22][CH2:23][OH:24], predict the reaction product. The product is: [NH2:15][C:9]1[N:8]=[C:7]([O:16][CH2:17][CH2:18][CH2:19][CH3:20])[N:6]=[C:5]2[C:10]=1[N:11]=[C:12]([O:13][CH3:14])[N:4]2[CH2:3][CH2:2][NH:21][CH2:22][CH2:23][OH:24]. (6) Given the reactants N[C:2]1[C:10]2[C:5](=[N:6][C:7]([C:17]3[CH:22]=[CH:21][C:20]([F:23])=[CH:19][CH:18]=3)=[C:8]([C:11]3[CH:16]=[CH:15][N:14]=[CH:13][CH:12]=3)[CH:9]=2)[NH:4][N:3]=1.N([O-])=O.[Na+].C(=O)(O)[O-].[Na+].N.[BrH:34], predict the reaction product. The product is: [Br:34][C:2]1[C:10]2[C:5](=[N:6][C:7]([C:17]3[CH:22]=[CH:21][C:20]([F:23])=[CH:19][CH:18]=3)=[C:8]([C:11]3[CH:16]=[CH:15][N:14]=[CH:13][CH:12]=3)[CH:9]=2)[NH:4][N:3]=1. (7) The product is: [CH3:1][O:2][C:3]1[C:8]([O:9][CH3:10])=[CH:7][N:6]=[C:5]([NH:11][CH2:12][CH2:13][N:14]2[CH:18]=[C:17]([N+:19]([O-:21])=[O:20])[CH:16]=[N:15]2)[N:4]=1. Given the reactants [CH3:1][O:2][C:3]1[C:8]([O:9][CH3:10])=[CH:7][N:6]=[C:5]([NH:11][C:12](=O)[CH2:13][N:14]2[CH:18]=[C:17]([N+:19]([O-:21])=[O:20])[CH:16]=[N:15]2)[N:4]=1.Cl, predict the reaction product. (8) Given the reactants [NH2:1][C:2]1[CH:7]=[CH:6][C:5]([CH2:8][CH2:9][C:10]([C:12]2[CH:17]=[CH:16][C:15]([F:18])=[CH:14][CH:13]=2)=[O:11])=[CH:4][CH:3]=1.C(N(CC)CC)C.[F:26][C:27]([F:38])([F:37])[C:28](O[C:28](=[O:29])[C:27]([F:38])([F:37])[F:26])=[O:29], predict the reaction product. The product is: [F:26][C:27]([F:38])([F:37])[C:28]([NH:1][C:2]1[CH:7]=[CH:6][C:5]([CH2:8][CH2:9][C:10]([C:12]2[CH:13]=[CH:14][C:15]([F:18])=[CH:16][CH:17]=2)=[O:11])=[CH:4][CH:3]=1)=[O:29]. (9) Given the reactants F[C:2]1[CH:7]=[CH:6][C:5]([C:8]([F:11])([F:10])[F:9])=[CH:4][C:3]=1[C:12](=O)[CH3:13].O.[NH2:16][NH2:17], predict the reaction product. The product is: [CH3:13][C:12]1[C:3]2[C:2](=[CH:7][CH:6]=[C:5]([C:8]([F:11])([F:10])[F:9])[CH:4]=2)[NH:17][N:16]=1.